This data is from NCI-60 drug combinations with 297,098 pairs across 59 cell lines. The task is: Regression. Given two drug SMILES strings and cell line genomic features, predict the synergy score measuring deviation from expected non-interaction effect. (1) Drug 1: C1CCC(C1)C(CC#N)N2C=C(C=N2)C3=C4C=CNC4=NC=N3. Drug 2: CC1=CC=C(C=C1)C2=CC(=NN2C3=CC=C(C=C3)S(=O)(=O)N)C(F)(F)F. Cell line: NCI-H226. Synergy scores: CSS=7.87, Synergy_ZIP=-2.45, Synergy_Bliss=0.710, Synergy_Loewe=0.736, Synergy_HSA=0.502. (2) Drug 1: CNC(=O)C1=CC=CC=C1SC2=CC3=C(C=C2)C(=NN3)C=CC4=CC=CC=N4. Drug 2: C1=NC(=NC(=O)N1C2C(C(C(O2)CO)O)O)N. Cell line: NCI-H322M. Synergy scores: CSS=1.01, Synergy_ZIP=-2.38, Synergy_Bliss=-2.59, Synergy_Loewe=-8.97, Synergy_HSA=-3.63.